Dataset: Forward reaction prediction with 1.9M reactions from USPTO patents (1976-2016). Task: Predict the product of the given reaction. (1) Given the reactants Cl.[N:2]1([CH2:7][C:8]([OH:10])=O)[CH:6]=[N:5][CH:4]=[N:3]1.[F:11][C:12]1[CH:13]=[C:14]([CH:38]=[CH:39][CH:40]=1)[CH2:15][C@H:16]1[CH2:20][NH:19][C@H:18]([C:21]([NH:23][C:24]2[CH:29]=[CH:28][C:27]([O:30][C:31]3[CH:36]=[CH:35][C:34]([F:37])=[CH:33][CH:32]=3)=[CH:26][CH:25]=2)=[O:22])[CH2:17]1, predict the reaction product. The product is: [N:2]1([CH2:7][C:8]([N:19]2[CH2:20][C@H:16]([CH2:15][C:14]3[CH:38]=[CH:39][CH:40]=[C:12]([F:11])[CH:13]=3)[CH2:17][C@H:18]2[C:21]([NH:23][C:24]2[CH:29]=[CH:28][C:27]([O:30][C:31]3[CH:32]=[CH:33][C:34]([F:37])=[CH:35][CH:36]=3)=[CH:26][CH:25]=2)=[O:22])=[O:10])[CH:6]=[N:5][CH:4]=[N:3]1. (2) Given the reactants [CH3:1][O:2][C:3]1[C:11]2[C:6](=[N:7][CH:8]=[C:9]([NH2:12])[CH:10]=2)[NH:5][N:4]=1.[F:13][C:14]1[C:22]([N+:23]([O-:25])=[O:24])=[CH:21][CH:20]=[C:19]([F:26])[C:15]=1[C:16](O)=[O:17].Cl.CN(C)CCCN=C=NCC.ON1C2C=CC=CC=2N=N1, predict the reaction product. The product is: [F:13][C:14]1[C:22]([N+:23]([O-:25])=[O:24])=[CH:21][CH:20]=[C:19]([F:26])[C:15]=1[C:16]([NH:12][C:9]1[CH:10]=[C:11]2[C:3]([O:2][CH3:1])=[N:4][NH:5][C:6]2=[N:7][CH:8]=1)=[O:17]. (3) The product is: [CH3:1][C:2]1[CH:3]=[C:4]([NH:16][C:17]2[C:27]3[CH:26]=[C:25]([C:28]([NH:32][O:33][CH2:34][CH2:35][S:36]([CH3:39])(=[O:38])=[O:37])=[O:29])[CH2:24][CH2:23][NH:22][C:21]=3[N:20]=[CH:19][N:18]=2)[CH:5]=[CH:6][C:7]=1[O:8][C:9]1[CH:10]=[N:11][C:12]([CH3:15])=[CH:13][CH:14]=1. Given the reactants [CH3:1][C:2]1[CH:3]=[C:4]([NH:16][C:17]2[C:27]3[CH:26]=[C:25]([C:28](O)=[O:29])[CH2:24][CH2:23][NH:22][C:21]=3[N:20]=[CH:19][N:18]=2)[CH:5]=[CH:6][C:7]=1[O:8][C:9]1[CH:10]=[N:11][C:12]([CH3:15])=[CH:13][CH:14]=1.Cl.[NH2:32][O:33][CH2:34][CH2:35][S:36]([CH3:39])(=[O:38])=[O:37].Cl.C(N=C=NCCCN(C)C)C.O.ON1C2C=CC=CC=2N=N1, predict the reaction product. (4) Given the reactants [OH:1][C:2]12[CH2:11][CH:6]3[CH2:7][CH:8]([CH2:10][C:4]([C:12]([OH:14])=[O:13])([CH2:5]3)[CH2:3]1)[CH2:9]2.[CH2:15](O)[CH2:16][CH2:17][CH3:18].S(=O)(=O)(O)O, predict the reaction product. The product is: [OH:1][C:2]12[CH2:11][CH:6]3[CH2:7][CH:8]([CH2:10][C:4]([C:12]([O:14][CH2:15][CH2:16][CH2:17][CH3:18])=[O:13])([CH2:5]3)[CH2:3]1)[CH2:9]2. (5) Given the reactants [Si:1]([O:8][CH:9]([CH3:14])[C:10](OC)=[O:11])([C:4]([CH3:7])([CH3:6])[CH3:5])([CH3:3])[CH3:2].[NH2:15][NH2:16], predict the reaction product. The product is: [Si:1]([O:8][CH:9]([CH3:14])[C:10]([NH:15][NH2:16])=[O:11])([C:4]([CH3:7])([CH3:6])[CH3:5])([CH3:3])[CH3:2]. (6) The product is: [CH:1]1([N:5]2[CH2:11][CH2:10][C:9]3[S:12][C:13]([C:15]4[CH:16]=[CH:17][C:26]([C:25]([OH:23])=[O:27])=[N:19][CH:20]=4)=[N:14][C:8]=3[CH2:7][CH2:6]2)[CH2:4][CH2:3][CH2:2]1. Given the reactants [CH:1]1([N:5]2[CH2:11][CH2:10][C:9]3[S:12][C:13]([C:15]4[CH:16]=[CH:17]C(C#N)=[N:19][CH:20]=4)=[N:14][C:8]=3[CH2:7][CH2:6]2)[CH2:4][CH2:3][CH2:2]1.[OH-:23].[Na+].[CH2:25]([OH:27])[CH3:26], predict the reaction product.